From a dataset of Catalyst prediction with 721,799 reactions and 888 catalyst types from USPTO. Predict which catalyst facilitates the given reaction. (1) Reactant: CC1(C)C(C)(C)OB([C:9]2[CH:14]=[CH:13][C:12]([N:15]3[C:27]4[CH:26]=[CH:25][CH:24]=[CH:23][C:22]=4[C:21]4[C:16]3=[CH:17][CH:18]=[CH:19][CH:20]=4)=[CH:11][CH:10]=2)O1.Br[C:30]1[CH:43]=[CH:42][C:33]2[O:34][C:35]3[CH:40]=[CH:39][C:38]([Br:41])=[CH:37][C:36]=3[C:32]=2[CH:31]=1.C(=O)([O-])[O-].[K+].[K+].O1CCOCC1. Product: [Br:41][C:38]1[CH:39]=[CH:40][C:35]2[O:34][C:33]3[CH:42]=[CH:43][C:30]([C:9]4[CH:10]=[CH:11][C:12]([N:15]5[C:16]6[CH:17]=[CH:18][CH:19]=[CH:20][C:21]=6[C:22]6[C:27]5=[CH:26][CH:25]=[CH:24][CH:23]=6)=[CH:13][CH:14]=4)=[CH:31][C:32]=3[C:36]=2[CH:37]=1. The catalyst class is: 690. (2) Reactant: O.[OH-].[Li+].C[O:5][C:6](=[O:37])[CH2:7][C:8]1[C:17]([CH3:18])=[C:16]([C:19]2[CH:24]=[CH:23][C:22]([S:25](=[O:35])(=[O:34])[NH:26][C:27]3[CH:32]=[CH:31][C:30]([CH3:33])=[CH:29][CH:28]=3)=[CH:21][CH:20]=2)[C:15]2[C:10](=[CH:11][CH:12]=[C:13]([Cl:36])[CH:14]=2)[CH:9]=1.C1COCC1.O. Product: [Cl:36][C:13]1[CH:14]=[C:15]2[C:10](=[CH:11][CH:12]=1)[CH:9]=[C:8]([CH2:7][C:6]([OH:37])=[O:5])[C:17]([CH3:18])=[C:16]2[C:19]1[CH:20]=[CH:21][C:22]([S:25](=[O:34])(=[O:35])[NH:26][C:27]2[CH:32]=[CH:31][C:30]([CH3:33])=[CH:29][CH:28]=2)=[CH:23][CH:24]=1. The catalyst class is: 81. (3) Reactant: [CH3:1][C:2]1[N:3]=[C:4]([NH:12][C:13](=[O:15])[CH3:14])[S:5][C:6]=1[C:7]1[CH:8]=[N:9][NH:10][CH:11]=1.C(N1C=C(C2SC(NC(=O)C)=NC=2C)C=N1)C1C=CC=CC=1.C(N(CC)C(C)C)(C)C.Cl[S:48]([C:51]1[CH:52]=[C:53]([CH:57]=[CH:58][CH:59]=1)[C:54]([OH:56])=[O:55])(=[O:50])=[O:49].Cl.CO. Product: [C:13]([NH:12][C:4]1[S:5][C:6]([C:7]2[CH:11]=[N:10][N:9]([S:48]([C:51]3[CH:52]=[C:53]([CH:57]=[CH:58][CH:59]=3)[C:54]([OH:56])=[O:55])(=[O:50])=[O:49])[CH:8]=2)=[C:2]([CH3:1])[N:3]=1)(=[O:15])[CH3:14]. The catalyst class is: 2.